This data is from NCI-60 drug combinations with 297,098 pairs across 59 cell lines. The task is: Regression. Given two drug SMILES strings and cell line genomic features, predict the synergy score measuring deviation from expected non-interaction effect. (1) Drug 1: C(=O)(N)NO. Drug 2: CC1=C(C(=O)C2=C(C1=O)N3CC4C(C3(C2COC(=O)N)OC)N4)N. Cell line: ACHN. Synergy scores: CSS=50.3, Synergy_ZIP=-2.64, Synergy_Bliss=-0.606, Synergy_Loewe=-38.4, Synergy_HSA=0.145. (2) Drug 1: CC1=C(C=C(C=C1)NC(=O)C2=CC=C(C=C2)CN3CCN(CC3)C)NC4=NC=CC(=N4)C5=CN=CC=C5. Drug 2: C1C(C(OC1N2C=NC3=C2NC=NCC3O)CO)O. Cell line: NCI/ADR-RES. Synergy scores: CSS=0.0985, Synergy_ZIP=0.0523, Synergy_Bliss=-0.326, Synergy_Loewe=0.724, Synergy_HSA=-2.62. (3) Drug 1: CCC1(C2=C(COC1=O)C(=O)N3CC4=CC5=C(C=CC(=C5CN(C)C)O)N=C4C3=C2)O.Cl. Drug 2: C1CCC(C(C1)N)N.C(=O)(C(=O)[O-])[O-].[Pt+4]. Cell line: UO-31. Synergy scores: CSS=12.9, Synergy_ZIP=-0.185, Synergy_Bliss=11.5, Synergy_Loewe=-20.0, Synergy_HSA=-0.146. (4) Drug 1: CCN(CC)CCCC(C)NC1=C2C=C(C=CC2=NC3=C1C=CC(=C3)Cl)OC. Drug 2: C(CN)CNCCSP(=O)(O)O. Cell line: MDA-MB-435. Synergy scores: CSS=27.4, Synergy_ZIP=-9.62, Synergy_Bliss=-7.45, Synergy_Loewe=-26.2, Synergy_HSA=-7.03. (5) Drug 1: C1CCN(CC1)CCOC2=CC=C(C=C2)C(=O)C3=C(SC4=C3C=CC(=C4)O)C5=CC=C(C=C5)O. Drug 2: CC(C)CN1C=NC2=C1C3=CC=CC=C3N=C2N. Cell line: HL-60(TB). Synergy scores: CSS=-12.0, Synergy_ZIP=8.26, Synergy_Bliss=7.31, Synergy_Loewe=-4.97, Synergy_HSA=-5.07. (6) Drug 1: C1CCC(CC1)NC(=O)N(CCCl)N=O. Drug 2: CC1=C(C(=CC=C1)Cl)NC(=O)C2=CN=C(S2)NC3=CC(=NC(=N3)C)N4CCN(CC4)CCO. Cell line: OVCAR-4. Synergy scores: CSS=11.3, Synergy_ZIP=-5.55, Synergy_Bliss=2.01, Synergy_Loewe=-3.79, Synergy_HSA=3.25. (7) Drug 1: CCCCCOC(=O)NC1=NC(=O)N(C=C1F)C2C(C(C(O2)C)O)O. Cell line: MCF7. Synergy scores: CSS=7.43, Synergy_ZIP=-4.97, Synergy_Bliss=-4.09, Synergy_Loewe=6.76, Synergy_HSA=-2.09. Drug 2: CS(=O)(=O)OCCCCOS(=O)(=O)C. (8) Drug 1: CC(C)(C#N)C1=CC(=CC(=C1)CN2C=NC=N2)C(C)(C)C#N. Drug 2: C1CN(CCN1C(=O)CCBr)C(=O)CCBr. Cell line: OVCAR-4. Synergy scores: CSS=0.469, Synergy_ZIP=1.73, Synergy_Bliss=2.35, Synergy_Loewe=-6.47, Synergy_HSA=-6.09. (9) Drug 1: C1C(C(OC1N2C=NC(=NC2=O)N)CO)O. Drug 2: CC1C(C(CC(O1)OC2CC(CC3=C2C(=C4C(=C3O)C(=O)C5=CC=CC=C5C4=O)O)(C(=O)C)O)N)O. Cell line: RXF 393. Synergy scores: CSS=52.3, Synergy_ZIP=-2.57, Synergy_Bliss=-1.22, Synergy_Loewe=-4.56, Synergy_HSA=2.68. (10) Drug 1: CC12CCC3C(C1CCC2=O)CC(=C)C4=CC(=O)C=CC34C. Drug 2: CC1=C(C(CCC1)(C)C)C=CC(=CC=CC(=CC(=O)O)C)C. Cell line: K-562. Synergy scores: CSS=40.7, Synergy_ZIP=-3.72, Synergy_Bliss=-10.1, Synergy_Loewe=-10.2, Synergy_HSA=-10.1.